From a dataset of Peptide-MHC class I binding affinity with 185,985 pairs from IEDB/IMGT. Regression. Given a peptide amino acid sequence and an MHC pseudo amino acid sequence, predict their binding affinity value. This is MHC class I binding data. (1) The MHC is Mamu-A2601 with pseudo-sequence Mamu-A2601. The peptide sequence is YTSGPGIRY. The binding affinity (normalized) is 0. (2) The peptide sequence is KKSAFYQSY. The MHC is HLA-B57:01 with pseudo-sequence HLA-B57:01. The binding affinity (normalized) is 0.0847. (3) The peptide sequence is MTMRRRLFK. The MHC is HLA-A31:01 with pseudo-sequence HLA-A31:01. The binding affinity (normalized) is 0.720. (4) The peptide sequence is RQFPTAFQF. The MHC is Mamu-B52 with pseudo-sequence Mamu-B52. The binding affinity (normalized) is 0.718. (5) The peptide sequence is RNALDNLAVL. The MHC is HLA-B08:01 with pseudo-sequence HLA-B08:01. The binding affinity (normalized) is 0.190.